Dataset: Reaction yield outcomes from USPTO patents with 853,638 reactions. Task: Predict the reaction yield, written as a fraction of the theoretical maximum amount of product (1.0 means a 100% yield; for example, 0.34 means a 34% yield). (1) The reactants are C([O:8][C@@H](C)CO)C1C=CC=CC=1.[CH2:13]([S:15]([C:18]1[CH:19]=[C:20]([C:24]2[C:29]3[C:30]4[CH:36]=[C:35]([CH3:37])[CH:34]=[N:33][C:31]=4[NH:32][C:28]=3[C:27]([O:38][CH2:39][CH2:40][CH2:41]N(C)C)=[N:26][CH:25]=2)[CH:21]=[CH:22][CH:23]=1)(=[O:17])=[O:16])[CH3:14]. The catalyst is CO.[Pd]. The product is [CH2:13]([S:15]([C:18]1[CH:19]=[C:20]([C:24]2[C:29]3[C:30]4[CH:36]=[C:35]([CH3:37])[CH:34]=[N:33][C:31]=4[NH:32][C:28]=3[C:27]([O:38][CH2:39][C@@H:40]([OH:8])[CH3:41])=[N:26][CH:25]=2)[CH:21]=[CH:22][CH:23]=1)(=[O:16])=[O:17])[CH3:14]. The yield is 0.130. (2) The reactants are [CH3:1][O:2][CH2:3][O:4][C:5]1[C:13]([CH3:14])=[CH:12][CH:11]=[C:10]2[C:6]=1[CH:7]([OH:25])[N:8]([C:16]([CH3:24])([C:18]1[CH:23]=[CH:22][CH:21]=[CH:20][CH:19]=1)[CH3:17])[C:9]2=[O:15].CN(CCN(C)C)C.[I:34]I. The catalyst is C1COCC1. The product is [CH3:1][O:2][CH2:3][O:4][C:5]1[C:13]([CH3:14])=[CH:12][C:11]([I:34])=[C:10]2[C:6]=1[CH:7]([OH:25])[N:8]([C:16]([CH3:17])([C:18]1[CH:19]=[CH:20][CH:21]=[CH:22][CH:23]=1)[CH3:24])[C:9]2=[O:15]. The yield is 0.600.